Dataset: M1 muscarinic receptor antagonist screen with 61,756 compounds. Task: Binary Classification. Given a drug SMILES string, predict its activity (active/inactive) in a high-throughput screening assay against a specified biological target. (1) The compound is O=C1CC(Cc2nc(ncc12)NC(=O)c1cc(OC)cc(OC)c1)c1ccc(OC)cc1. The result is 0 (inactive). (2) The drug is o1nc(N2C(C(=C(O)C2=O)C(=O)C)c2ccc(C(C)C)cc2)cc1C(C)(C)C. The result is 0 (inactive). (3) The compound is Clc1c(N)cc(C(OCC(=O)NCC2OCCC2)=O)cc1. The result is 0 (inactive). (4) The compound is S(=O)(=O)(N1C2CC(CC(C2)(C)C)(C1)C)c1cc(ccc1)C(=O)NCC(N(C)C)c1occc1. The result is 1 (active). (5) The compound is O=C1N(C(=O)CC1N(O)c1ccccc1)c1ccc(OCCCCC)cc1. The result is 0 (inactive).